This data is from Forward reaction prediction with 1.9M reactions from USPTO patents (1976-2016). The task is: Predict the product of the given reaction. (1) Given the reactants C([O:8][C:9]1[CH:14]=[CH:13][C:12]2[C:15]3([CH2:38][O:39][C:11]=2[CH:10]=1)[C:23]1[C:18](=[CH:19][CH:20]=[CH:21][CH:22]=1)[N:17]([CH:24]([C:31]1[CH:36]=[CH:35][CH:34]=[CH:33][CH:32]=1)[C:25]1[CH:30]=[CH:29][CH:28]=[CH:27][CH:26]=1)[C:16]3=[O:37])C1C=CC=CC=1.I[Si](C)(C)C, predict the reaction product. The product is: [C:31]1([CH:24]([C:25]2[CH:30]=[CH:29][CH:28]=[CH:27][CH:26]=2)[N:17]2[C:18]3[C:23](=[CH:22][CH:21]=[CH:20][CH:19]=3)[C:15]3([C:12]4[CH:13]=[CH:14][C:9]([OH:8])=[CH:10][C:11]=4[O:39][CH2:38]3)[C:16]2=[O:37])[CH:32]=[CH:33][CH:34]=[CH:35][CH:36]=1. (2) Given the reactants Cl.Cl.C(O[C:6]([C:8]1[CH:9]=[C:10]2[C:14](=[CH:15][CH:16]=1)[NH:13][N:12]=[C:11]2[C:17]1[CH:26]=[CH:25][C:24]2[C:19](=[CH:20][CH:21]=[C:22]([C:27]([N:29]3[CH2:33][CH2:32][CH2:31][CH2:30]3)=[O:28])[CH:23]=2)[CH:18]=1)=[NH:7])C.[N:34]1([CH2:39][C:40]([NH:42][NH2:43])=O)[CH2:38][CH2:37][CH2:36][CH2:35]1.C(N(CC)CC)C, predict the reaction product. The product is: [N:29]1([C:27]([C:22]2[CH:21]=[CH:20][C:19]3[C:24](=[CH:25][CH:26]=[C:17]([C:11]4[C:10]5[C:14](=[CH:15][CH:16]=[C:8]([C:6]6[NH:43][N:42]=[C:40]([CH2:39][N:34]7[CH2:38][CH2:37][CH2:36][CH2:35]7)[N:7]=6)[CH:9]=5)[NH:13][N:12]=4)[CH:18]=3)[CH:23]=2)=[O:28])[CH2:30][CH2:31][CH2:32][CH2:33]1. (3) The product is: [C:1]([O:5][C:6]([N:8]1[CH2:13][CH2:12][N:11]([C:14]2[CH:23]=[CH:22][CH:21]=[C:20]3[C:15]=2[CH2:16][CH2:17][NH:18][CH2:19]3)[CH2:10][CH2:9]1)=[O:7])([CH3:4])([CH3:2])[CH3:3]. Given the reactants [C:1]([O:5][C:6]([N:8]1[CH2:13][CH2:12][N:11]([C:14]2[CH:23]=[CH:22][CH:21]=[C:20]3[C:15]=2[CH:16]=[CH:17][N:18]=[CH:19]3)[CH2:10][CH2:9]1)=[O:7])([CH3:4])([CH3:3])[CH3:2].B.O, predict the reaction product. (4) The product is: [C:1]12([CH2:11][O:12][C:13]3[C:22]([CH:32]([OH:34])[CH3:33])=[CH:21][C:16]([C:17]([O:19][CH3:20])=[O:18])=[C:15]([F:24])[CH:14]=3)[CH2:10][CH:5]3[CH2:6][CH:7]([CH2:9][CH:3]([CH2:4]3)[CH2:2]1)[CH2:8]2. Given the reactants [C:1]12([CH2:11][O:12][C:13]3[C:22](I)=[CH:21][C:16]([C:17]([O:19][CH3:20])=[O:18])=[C:15]([F:24])[CH:14]=3)[CH2:10][CH:5]3[CH2:6][CH:7]([CH2:9][CH:3]([CH2:4]3)[CH2:2]1)[CH2:8]2.[Cl-].[Li+].C([Mg]Cl)(C)C.[CH:32](=[O:34])[CH3:33], predict the reaction product. (5) The product is: [CH3:1][O:2][C:3]1[CH:10]=[CH:9][C:6]([CH2:7][N:16]2[C:15](=[O:17])[C:14]3=[CH:18][CH:19]=[CH:20][CH:21]=[C:13]3[C:12]2=[O:22])=[CH:5][CH:4]=1. Given the reactants [CH3:1][O:2][C:3]1[CH:10]=[CH:9][C:6]([CH2:7]Cl)=[CH:5][CH:4]=1.[K].[C:12]1(=[O:22])[NH:16][C:15](=[O:17])[C:14]2=[CH:18][CH:19]=[CH:20][CH:21]=[C:13]12, predict the reaction product. (6) Given the reactants [OH:1][C@@:2]1([CH2:22][O:23][CH3:24])[CH2:7][CH2:6][CH2:5][CH2:4][C@H:3]1[N:8]1[C:12]([C:13]2[CH:18]=[CH:17][CH:16]=[CH:15][CH:14]=2)=[C:11]([C:19]([OH:21])=O)[N:10]=[CH:9]1.Cl.[C:26]1([N:32]2[C:36]3[CH:37]=[CH:38][CH:39]=[CH:40][C:35]=3[N:34]([CH2:41][CH2:42][C@H:43]3[NH:48][CH2:47][CH2:46][N:45]([C:49]([O:51][CH2:52][C:53]4[CH:58]=[CH:57][CH:56]=[CH:55][CH:54]=4)=[O:50])[CH2:44]3)[C:33]2=[O:59])[CH2:31][CH2:30][CH2:29][CH2:28][CH:27]=1.CCN=C=NCCCN(C)C.Cl.C1C=CC2N(O)N=NC=2C=1, predict the reaction product. The product is: [C:26]1([N:32]2[C:36]3[CH:37]=[CH:38][CH:39]=[CH:40][C:35]=3[N:34]([CH2:41][CH2:42][C@H:43]3[N:48]([C:19]([C:11]4[N:10]=[CH:9][N:8]([C@@H:3]5[CH2:4][CH2:5][CH2:6][CH2:7][C@@:2]5([OH:1])[CH2:22][O:23][CH3:24])[C:12]=4[C:13]4[CH:14]=[CH:15][CH:16]=[CH:17][CH:18]=4)=[O:21])[CH2:47][CH2:46][N:45]([C:49]([O:51][CH2:52][C:53]4[CH:54]=[CH:55][CH:56]=[CH:57][CH:58]=4)=[O:50])[CH2:44]3)[C:33]2=[O:59])[CH2:31][CH2:30][CH2:29][CH2:28][CH:27]=1. (7) Given the reactants [CH2:1]([O:19][C:20]1[CH:21]=[C:22]([CH:25]=[C:26]([O:47][CH2:48][CH2:49][CH2:50][CH2:51][CH2:52][CH2:53][CH2:54][CH2:55][CH2:56][CH2:57][CH2:58][CH2:59][CH2:60][CH2:61][CH2:62][CH2:63][CH2:64][CH3:65])[C:27]=1[O:28][CH2:29][CH2:30][CH2:31][CH2:32][CH2:33][CH2:34][CH2:35][CH2:36][CH2:37][CH2:38][CH2:39][CH2:40][CH2:41][CH2:42][CH2:43][CH2:44][CH2:45][CH3:46])[CH2:23]Cl)[CH2:2][CH2:3][CH2:4][CH2:5][CH2:6][CH2:7][CH2:8][CH2:9][CH2:10][CH2:11][CH2:12][CH2:13][CH2:14][CH2:15][CH2:16][CH2:17][CH3:18].[N-:66]=[N+:67]=[N-:68].[Na+], predict the reaction product. The product is: [CH2:1]([O:19][C:20]1[CH:21]=[C:22]([CH:25]=[C:26]([O:47][CH2:48][CH2:49][CH2:50][CH2:51][CH2:52][CH2:53][CH2:54][CH2:55][CH2:56][CH2:57][CH2:58][CH2:59][CH2:60][CH2:61][CH2:62][CH2:63][CH2:64][CH3:65])[C:27]=1[O:28][CH2:29][CH2:30][CH2:31][CH2:32][CH2:33][CH2:34][CH2:35][CH2:36][CH2:37][CH2:38][CH2:39][CH2:40][CH2:41][CH2:42][CH2:43][CH2:44][CH2:45][CH3:46])[CH2:23][N:66]=[N+:67]=[N-:68])[CH2:2][CH2:3][CH2:4][CH2:5][CH2:6][CH2:7][CH2:8][CH2:9][CH2:10][CH2:11][CH2:12][CH2:13][CH2:14][CH2:15][CH2:16][CH2:17][CH3:18]. (8) Given the reactants C1N=CN(C(N2C=NC=C2)=O)C=1.[F:13][C:14]1[CH:22]=[C:21]([OH:23])[CH:20]=[CH:19][C:15]=1[C:16]([OH:18])=O.[CH2:24]([N:28]1[C:36]2[N:35]=[C:34]([Cl:37])[NH:33][C:32]=2[C:31](=[O:38])[N:30]([CH2:39][CH2:40][CH2:41][CH2:42][C:43](=[NH:46])[NH:44]O)[C:29]1=[O:47])[CH2:25][CH2:26][CH3:27], predict the reaction product. The product is: [CH2:24]([N:28]1[C:36]2[N:35]=[C:34]([Cl:37])[NH:33][C:32]=2[C:31](=[O:38])[N:30]([CH2:39][CH2:40][CH2:41][CH2:42][C:43]2[N:44]=[C:16]([C:15]3[CH:19]=[CH:20][C:21]([OH:23])=[CH:22][C:14]=3[F:13])[O:18][N:46]=2)[C:29]1=[O:47])[CH2:25][CH2:26][CH3:27]. (9) Given the reactants [CH2:1]([C:3]1[CH2:4][CH2:5][CH:6]([N+:15]([O-:17])=[O:16])[CH:7]([C:9]2[CH:14]=[CH:13][CH:12]=[CH:11][CH:10]=2)[N:8]=1)[CH3:2].C[Si]([N-][Si](C)(C)C)(C)C.[Li+], predict the reaction product. The product is: [CH2:1]([C:3]1[CH2:4][CH2:5][C@H:6]([N+:15]([O-:17])=[O:16])[C@H:7]([C:9]2[CH:10]=[CH:11][CH:12]=[CH:13][CH:14]=2)[N:8]=1)[CH3:2].